Dataset: Reaction yield outcomes from USPTO patents with 853,638 reactions. Task: Predict the reaction yield, written as a fraction of the theoretical maximum amount of product (1.0 means a 100% yield; for example, 0.34 means a 34% yield). (1) The reactants are [F:1][C:2]1[CH:10]=[CH:9][C:8]([N:11]([CH3:20])[S:12]([C:15]2[S:16][CH:17]=[CH:18][CH:19]=2)(=[O:14])=[O:13])=[C:7]2[C:3]=1[CH:4]=[C:5]([C:24]([O:26]CC)=[O:25])[N:6]2[CH2:21][O:22][CH3:23].CO.[OH-].[K+].C(O)(=O)CC(CC(O)=O)(C(O)=O)O. The catalyst is O1CCCC1. The product is [F:1][C:2]1[CH:10]=[CH:9][C:8]([N:11]([CH3:20])[S:12]([C:15]2[S:16][CH:17]=[CH:18][CH:19]=2)(=[O:14])=[O:13])=[C:7]2[C:3]=1[CH:4]=[C:5]([C:24]([OH:26])=[O:25])[N:6]2[CH2:21][O:22][CH3:23]. The yield is 0.980. (2) The reactants are [F:1][C:2]1[CH:21]=[CH:20][C:19]([N+:22]([O-])=O)=[CH:18][C:3]=1[C:4]([NH:6][CH2:7][C:8]([O:10]CC1C=CC=CC=1)=[O:9])=[O:5]. The catalyst is CO.[Pd]. The product is [NH2:22][C:19]1[CH:20]=[CH:21][C:2]([F:1])=[C:3]([CH:18]=1)[C:4]([NH:6][CH2:7][C:8]([OH:10])=[O:9])=[O:5]. The yield is 0.650. (3) The reactants are [CH3:1][N:2]([S:15]([C:18]1[S:19][CH:20]=[CH:21][CH:22]=1)(=[O:17])=[O:16])[C:3]1[CH:4]=[CH:5][CH:6]=[C:7]2[C:11]=1[NH:10][C:9]([C:12](=[S:14])[NH2:13])=[CH:8]2.Br[CH:24]([CH:27]=O)[CH:25]=[O:26].CN(C)C(=O)C. The catalyst is O. The product is [OH:26][CH2:25][C:24]1[S:14][C:12]([C:9]2[NH:10][C:11]3[C:7]([CH:8]=2)=[CH:6][CH:5]=[CH:4][C:3]=3[N:2]([CH3:1])[S:15]([C:18]2[S:19][CH:20]=[CH:21][CH:22]=2)(=[O:17])=[O:16])=[N:13][CH:27]=1. The yield is 0.390. (4) The reactants are [F:1][C:2]1[CH:3]=[C:4]2[C:9](=[CH:10][C:11]=1[N+:12]([O-])=O)[C:8](=[O:15])[N:7]([C:16]1[CH:17]=[N:18][CH:19]=[CH:20][C:21]=1[CH3:22])[CH2:6][CH2:5]2.C(O)(=O)C. The catalyst is C1COCC1.[Fe]. The product is [NH2:12][C:11]1[CH:10]=[C:9]2[C:4]([CH2:5][CH2:6][N:7]([C:16]3[CH:17]=[N:18][CH:19]=[CH:20][C:21]=3[CH3:22])[C:8]2=[O:15])=[CH:3][C:2]=1[F:1]. The yield is 0.962. (5) The reactants are [O:1]=[S:2]1(=[O:18])[N:7]([C:8]2[CH:16]=[CH:15][C:11]([C:12]([OH:14])=O)=[C:10]([F:17])[CH:9]=2)[CH2:6][CH2:5][O:4][CH2:3]1.[Cl:19][C:20]1[CH:26]=[CH:25][C:23]([NH2:24])=[CH:22][C:21]=1[C:27]1[N:36]=[CH:35][CH:34]=[C:33]2[C:28]=1[CH:29]=[CH:30][CH:31]=[N:32]2.CN(C(ON1N=NC2C=CC=NC1=2)=[N+](C)C)C.F[P-](F)(F)(F)(F)F.CCN(C(C)C)C(C)C. The catalyst is CN(C=O)C.CCOC(C)=O. The product is [Cl:19][C:20]1[CH:26]=[CH:25][C:23]([NH:24][C:12](=[O:14])[C:11]2[CH:15]=[CH:16][C:8]([N:7]3[CH2:6][CH2:5][O:4][CH2:3][S:2]3(=[O:1])=[O:18])=[CH:9][C:10]=2[F:17])=[CH:22][C:21]=1[C:27]1[N:36]=[CH:35][CH:34]=[C:33]2[C:28]=1[CH:29]=[CH:30][CH:31]=[N:32]2. The yield is 0.960. (6) The reactants are [NH2:1][C:2]1[S:3][CH:4]=[CH:5][N:6]=1.N1C=CC=CC=1.Cl[C:14]([O:16][C:17]1[CH:22]=[CH:21][CH:20]=[CH:19][CH:18]=1)=[O:15].C(OCC)(=O)C.O1CCCC1. The catalyst is CN(C)C=O.O. The product is [C:17]1([O:16][C:14](=[O:15])[NH:1][C:2]2[S:3][CH:4]=[CH:5][N:6]=2)[CH:22]=[CH:21][CH:20]=[CH:19][CH:18]=1. The yield is 0.960. (7) The yield is 0.760. The catalyst is O1CCOCC1.O.CCCCCC. The reactants are Br[C:2]1[CH:3]=[CH:4][C:5]2[N:9]=[C:8]([CH3:10])[N:7]([C:11]([O:13][C:14]([CH3:17])([CH3:16])[CH3:15])=[O:12])[C:6]=2[CH:18]=1.[CH3:19][C:20]([O:23][C:24]([N:26]1[CH2:32][C:31]2[CH:33]=[C:34](B(O)O)[CH:35]=[CH:36][C:30]=2[O:29][CH2:28][CH2:27]1)=[O:25])([CH3:22])[CH3:21].C(N(C(C)C)CC)(C)C.C(OCC)(=O)C. The product is [CH3:15][C:14]([O:13][C:11]([N:7]1[C:6]2[CH:18]=[C:2]([C:34]3[CH:35]=[CH:36][C:30]4[O:29][CH2:28][CH2:27][N:26]([C:24]([O:23][C:20]([CH3:21])([CH3:19])[CH3:22])=[O:25])[CH2:32][C:31]=4[CH:33]=3)[CH:3]=[CH:4][C:5]=2[N:9]=[C:8]1[CH3:10])=[O:12])([CH3:17])[CH3:16]. (8) The reactants are [CH:1]1([C:7]2([CH3:24])[N:11]([CH3:12])[C:10](=[O:13])[N:9]([CH2:14][CH:15]([OH:22])[C:16]3[CH:17]=[N:18][CH:19]=[N:20][CH:21]=3)[C:8]2=[O:23])[CH2:6][CH2:5][CH2:4][CH2:3][CH2:2]1.[Cr](O[Cr]([O-])(=O)=O)([O-])(=O)=O.[NH+]1C=CC=CC=1.[NH+]1C=CC=CC=1.N#N. The catalyst is C(Cl)Cl. The product is [CH:1]1([C:7]2([CH3:24])[N:11]([CH3:12])[C:10](=[O:13])[N:9]([CH2:14][C:15](=[O:22])[C:16]3[CH:21]=[N:20][CH:19]=[N:18][CH:17]=3)[C:8]2=[O:23])[CH2:6][CH2:5][CH2:4][CH2:3][CH2:2]1. The yield is 0.400. (9) The reactants are [Br:1][C:2]1[CH:7]=[CH:6][CH:5]=[CH:4][C:3]=1I.[CH3:9][O:10][C:11]1[CH:16]=[CH:15][CH:14]=[CH:13][C:12]=1B(O)O.C([O-])([O-])=O.[Na+].[Na+]. The catalyst is COCCOC.C(O)C.C1C=CC([P]([Pd]([P](C2C=CC=CC=2)(C2C=CC=CC=2)C2C=CC=CC=2)([P](C2C=CC=CC=2)(C2C=CC=CC=2)C2C=CC=CC=2)[P](C2C=CC=CC=2)(C2C=CC=CC=2)C2C=CC=CC=2)(C2C=CC=CC=2)C2C=CC=CC=2)=CC=1. The product is [Br:1][C:2]1[CH:7]=[CH:6][CH:5]=[CH:4][C:3]=1[C:12]1[CH:13]=[CH:14][CH:15]=[CH:16][C:11]=1[O:10][CH3:9]. The yield is 0.630. (10) The reactants are [Cl:1][C:2]1[CH:10]=[CH:9][CH:8]=[C:7]2[C:3]=1[C:4]([C:11](=[O:16])[C:12]([F:15])([F:14])[F:13])=[CH:5][NH:6]2.CC1C=CC(S(O[CH2:28][CH:29]2[CH2:34][CH2:33][CH2:32][CH2:31][O:30]2)(=O)=O)=CC=1.C([O-])([O-])=O.[K+].[K+]. The catalyst is CN(C=O)C. The product is [Cl:1][C:2]1[CH:10]=[CH:9][CH:8]=[C:7]2[C:3]=1[C:4]([C:11](=[O:16])[C:12]([F:14])([F:15])[F:13])=[CH:5][N:6]2[CH2:28][CH:29]1[CH2:34][CH2:33][CH2:32][CH2:31][O:30]1. The yield is 0.810.